This data is from Forward reaction prediction with 1.9M reactions from USPTO patents (1976-2016). The task is: Predict the product of the given reaction. (1) Given the reactants CI.[C:3]1([C:9]2([C:12]([OH:14])=[O:13])[CH2:11][CH2:10]2)[CH:8]=[CH:7][CH:6]=[CH:5][CH:4]=1.[C:15](=O)([O-])[O-].[K+].[K+], predict the reaction product. The product is: [CH3:15][O:13][C:12]([C:9]1([C:3]2[CH:8]=[CH:7][CH:6]=[CH:5][CH:4]=2)[CH2:11][CH2:10]1)=[O:14]. (2) Given the reactants [NH2:1][C:2]1[CH:7]=[CH:6][C:5]([NH:8][C:9](=[O:11])[CH3:10])=[C:4]([O:12][CH2:13][C:14]2[CH:19]=[CH:18][CH:17]=[CH:16][CH:15]=2)[CH:3]=1.[C:20](Cl)([O:22][CH2:23][CH:24]1[C:36]2[C:31](=[CH:32][CH:33]=[CH:34][CH:35]=2)[C:30]2[C:25]1=[CH:26][CH:27]=[CH:28][CH:29]=2)=[O:21].C(N(C(C)C)C(C)C)C, predict the reaction product. The product is: [CH:35]1[C:36]2[CH:24]([CH2:23][O:22][C:20](=[O:21])[NH:1][C:2]3[CH:7]=[CH:6][C:5]([NH:8][C:9](=[O:11])[CH3:10])=[C:4]([O:12][CH2:13][C:14]4[CH:19]=[CH:18][CH:17]=[CH:16][CH:15]=4)[CH:3]=3)[C:25]3[C:30](=[CH:29][CH:28]=[CH:27][CH:26]=3)[C:31]=2[CH:32]=[CH:33][CH:34]=1. (3) Given the reactants C[O:2][C:3](=O)[C:4]1[CH:9]=[CH:8][CH:7]=[CH:6][C:5]=1[NH:10][CH2:11][C:12]1[CH:17]=[CH:16][N:15]=[CH:14][CH:13]=1.[NH2:19][NH2:20], predict the reaction product. The product is: [N:15]1[CH:16]=[CH:17][C:12]([CH2:11][NH:10][C:5]2[CH:6]=[CH:7][CH:8]=[CH:9][C:4]=2[C:3]([NH:19][NH2:20])=[O:2])=[CH:13][CH:14]=1.